From a dataset of Reaction yield outcomes from USPTO patents with 853,638 reactions. Predict the reaction yield, written as a fraction of the theoretical maximum amount of product (1.0 means a 100% yield; for example, 0.34 means a 34% yield). (1) The reactants are [NH2:1][CH:2]1[CH2:7][CH2:6][N:5]([CH2:8][CH:9]2[C:13]3=[C:14]([Cl:22])[CH:15]=[N:16][C:17]4[CH:18]=[CH:19][C:20](=[O:21])[N:11]([C:12]=43)[CH2:10]2)[CH2:4][CH2:3]1.[O:23]=[C:24]1[NH:29][C:28]2[CH:30]=[C:31]([CH:34]=O)[CH:32]=[CH:33][C:27]=2[O:26][CH2:25]1. No catalyst specified. The product is [ClH:22].[Cl:22][C:14]1[CH:15]=[N:16][C:17]2[CH:18]=[CH:19][C:20](=[O:21])[N:11]3[CH2:10][CH:9]([CH2:8][N:5]4[CH2:6][CH2:7][CH:2]([NH:1][CH2:34][C:31]5[CH:32]=[CH:33][C:27]6[O:26][CH2:25][C:24](=[O:23])[NH:29][C:28]=6[CH:30]=5)[CH2:3][CH2:4]4)[C:13]=1[C:12]=23. The yield is 0.690. (2) The reactants are Br[C:2](Br)=[CH:3][CH2:4][CH:5]([N:8]1[CH:12]=[C:11]([C:13]2[C:14]3[CH:21]=[CH:20][N:19]([CH2:22][O:23][CH2:24][CH2:25][Si:26]([CH3:29])([CH3:28])[CH3:27])[C:15]=3[N:16]=[CH:17][N:18]=2)[CH:10]=[N:9]1)[CH2:6][CH3:7].C1COCC1.C([Li])CCC.O.Cl. The catalyst is CCCCCC. The product is [CH2:6]([CH:5]([N:8]1[CH:12]=[C:11]([C:13]2[C:14]3[CH:21]=[CH:20][N:19]([CH2:22][O:23][CH2:24][CH2:25][Si:26]([CH3:28])([CH3:29])[CH3:27])[C:15]=3[N:16]=[CH:17][N:18]=2)[CH:10]=[N:9]1)[CH2:4][C:3]#[CH:2])[CH3:7]. The yield is 0.800. (3) The reactants are C([Si]([O:8]/[C:9](/[C:12]1[CH:21]=[CH:20][C:19]2[C:14](=[CH:15][CH:16]=[CH:17][CH:18]=2)[CH:13]=1)=[CH:10]\[CH3:11])(C)C)(C)(C)C.CC[C@@H]1[C@@H]2C[C@H]([C@@H](OC3C4C(=CC=CC=4)C(O[C@@H](C4C=CN=C5C=4C=C(OC)C=C5)[C@@H]4N5C[C@H](CC)[C@@H](CC5)C4)=NN=3)C3C=CN=C4C=3C=C([O:43]C)C=C4)N(CC2)C1.CS(N)(=O)=O. The catalyst is C(O)(C)(C)C.O. The product is [OH:43][C@H:10]([CH3:11])[C:9]([C:12]1[CH:21]=[CH:20][C:19]2[C:14](=[CH:15][CH:16]=[CH:17][CH:18]=2)[CH:13]=1)=[O:8]. The yield is 0.800. (4) The reactants are [CH2:1]([OH:21])[CH2:2][CH:3]([CH2:5][CH2:6][CH2:7][CH:8]([CH2:10][CH2:11][CH2:12][CH:13]([CH2:15][CH2:16][CH2:17][CH:18]([CH3:20])[CH3:19])[CH3:14])[CH3:9])[CH3:4].[Cl:22][C:23](Cl)([O:25]C(=O)OC(Cl)(Cl)Cl)Cl.N1C=CC=CC=1. The catalyst is ClCCl. The product is [Cl:22][C:23]([O:21][CH2:1][CH2:2][CH:3]([CH2:5][CH2:6][CH2:7][CH:8]([CH2:10][CH2:11][CH2:12][CH:13]([CH2:15][CH2:16][CH2:17][CH:18]([CH3:20])[CH3:19])[CH3:14])[CH3:9])[CH3:4])=[O:25]. The yield is 0.887.